Dataset: Reaction yield outcomes from USPTO patents with 853,638 reactions. Task: Predict the reaction yield, written as a fraction of the theoretical maximum amount of product (1.0 means a 100% yield; for example, 0.34 means a 34% yield). (1) The reactants are [C:1]([C:5]1[NH:6][C:7]2[N:8]([CH:27]=1)[C:9](=O)[C:10]([C:16]1[C:24]3[C:19](=[CH:20][CH:21]=[CH:22][CH:23]=3)[N:18]([CH3:25])[CH:17]=1)=[C:11]([CH3:15])[C:12]=2[C:13]#[N:14])([CH3:4])([CH3:3])[CH3:2].C(=O)(O)[O-].[Na+].P(Cl)(Cl)([Cl:35])=O. No catalyst specified. The product is [C:1]([C:5]1[N:6]=[C:7]2[C:12]([C:13]#[N:14])=[C:11]([CH3:15])[C:10]([C:16]3[C:24]4[C:19](=[CH:20][CH:21]=[CH:22][CH:23]=4)[N:18]([CH3:25])[CH:17]=3)=[C:9]([Cl:35])[N:8]2[CH:27]=1)([CH3:4])([CH3:3])[CH3:2]. The yield is 0.650. (2) No catalyst specified. The yield is 0.340. The product is [CH2:1]([O:3][C:4]([C:6]1[CH:7]=[C:8]2[C:13](=[CH:14][CH:15]=1)[NH:12][CH:11]([C:16]1[CH:21]=[CH:20][C:19]([F:22])=[C:18]([Br:23])[CH:17]=1)[C:10]([CH3:24])([CH3:25])[CH2:9]2)=[O:5])[CH3:2]. The reactants are [CH2:1]([O:3][C:4]([C:6]1[CH:7]=[C:8]2[C:13](=[CH:14][CH:15]=1)[NH:12][CH:11]([C:16]1[CH:21]=[CH:20][C:19]([F:22])=[C:18]([Br:23])[CH:17]=1)[C:10]([CH3:25])([CH3:24])[CH:9]2O)=[O:5])[CH3:2].C([SiH](CC)CC)C.FC(F)(F)C(O)=O. (3) The reactants are Br[C:2]1[CH:7]=[C:6]([N+:8]([O-:10])=[O:9])[CH:5]=[C:4]([Cl:11])[CH:3]=1.B1([B:21]2[O:25][C:24]([CH3:27])([CH3:26])[C:23]([CH3:29])([CH3:28])[O:22]2)[O:16][C:15]([CH3:18])([CH3:17])[C:14]([CH3:20])([CH3:19])[O:13]1.C([O-])(=O)C.[K+].CS(C)=O. The catalyst is C(OCC)(=O)C. The product is [CH3:17][C:15]([OH:16])([C:14]([CH3:20])([OH:13])[CH3:19])[CH3:18].[Cl:11][C:4]1[CH:3]=[C:2]([B:21]2[O:22][C:23]([CH3:28])([CH3:29])[C:24]([CH3:26])([CH3:27])[O:25]2)[CH:7]=[C:6]([N+:8]([O-:10])=[O:9])[CH:5]=1. The yield is 0.850.